Dataset: Forward reaction prediction with 1.9M reactions from USPTO patents (1976-2016). Task: Predict the product of the given reaction. (1) Given the reactants [CH2:1]([C:4]1[CH:5]=[N:6][C:7]([N:10]2[CH2:15][CH2:14][CH:13]([OH:16])[CH2:12][CH2:11]2)=[N:8][CH:9]=1)[CH2:2][CH3:3].CCN(CC)CC.[CH3:24][S:25](Cl)(=[O:27])=[O:26], predict the reaction product. The product is: [CH3:24][S:25]([O:16][CH:13]1[CH2:14][CH2:15][N:10]([C:7]2[N:8]=[CH:9][C:4]([CH2:1][CH2:2][CH3:3])=[CH:5][N:6]=2)[CH2:11][CH2:12]1)(=[O:27])=[O:26]. (2) Given the reactants Cl[C:2]1[N:10]=[C:9]([Cl:11])[CH:8]=[CH:7][C:3]=1[C:4]([OH:6])=[O:5].[N:12]1[CH:17]=[CH:16][C:15]([CH2:18][NH2:19])=[CH:14][CH:13]=1, predict the reaction product. The product is: [Cl:11][C:9]1[CH:8]=[CH:7][C:3]([C:4]([OH:6])=[O:5])=[C:2]([NH:19][CH2:18][C:15]2[CH:16]=[CH:17][N:12]=[CH:13][CH:14]=2)[N:10]=1. (3) The product is: [CH3:15][O:16][C:17]1[N:22]=[CH:21][C:20]([C:2]2[CH:11]=[CH:10][C:5]([C:6]([O:8][CH3:9])=[O:7])=[C:4]([N+:12]([O-:14])=[O:13])[CH:3]=2)=[CH:19][CH:18]=1. Given the reactants Cl[C:2]1[CH:11]=[CH:10][C:5]([C:6]([O:8][CH3:9])=[O:7])=[C:4]([N+:12]([O-:14])=[O:13])[CH:3]=1.[CH3:15][O:16][C:17]1[N:22]=[CH:21][C:20](B(O)O)=[CH:19][CH:18]=1.[F-].[Cs+].C(#N)C, predict the reaction product. (4) Given the reactants C([O:3][C:4](=[O:38])[C:5]([O:35][CH2:36][CH3:37])([CH3:34])[CH2:6][C:7]1[CH:12]=[CH:11][C:10]([O:13][CH2:14][CH2:15][CH:16]2[CH2:20][N:19]([CH2:21][C:22]3[CH:27]=[CH:26][C:25]([C:28]([F:31])([F:30])[F:29])=[CH:24][CH:23]=3)[C:18](=[O:32])[N:17]2[CH3:33])=[CH:9][CH:8]=1)C.[OH-].[Na+], predict the reaction product. The product is: [CH2:36]([O:35][C:5]([CH3:34])([CH2:6][C:7]1[CH:8]=[CH:9][C:10]([O:13][CH2:14][CH2:15][CH:16]2[CH2:20][N:19]([CH2:21][C:22]3[CH:23]=[CH:24][C:25]([C:28]([F:30])([F:29])[F:31])=[CH:26][CH:27]=3)[C:18](=[O:32])[N:17]2[CH3:33])=[CH:11][CH:12]=1)[C:4]([OH:38])=[O:3])[CH3:37]. (5) Given the reactants [Cl:1][C:2]1[CH:7]=[C:6]2[NH:8][C:9](=O)[C:10]3([CH:15]([C:16]4[CH:21]=[CH:20][CH:19]=[C:18]([Cl:22])[CH:17]=4)[CH2:14][C:13](=O)[NH:12][CH:11]3[C:24]3[CH:29]=[CH:28][CH:27]=[C:26]([F:30])[CH:25]=3)[C:5]2=[CH:4][CH:3]=1.[CH3:32][O:33][CH:34]([Si:36]([CH3:39])([CH3:38])[CH3:37])[CH3:35].[BH4-].[Na+], predict the reaction product. The product is: [Cl:1][C:2]1[CH:7]=[C:6]2[N:8]=[CH:9][C:10]3([CH:15]([C:16]4[CH:21]=[CH:20][CH:19]=[C:18]([Cl:22])[CH:17]=4)[CH2:14][CH2:13][NH:12][CH:11]3[C:24]3[CH:29]=[CH:28][CH:27]=[C:26]([F:30])[CH:25]=3)[C:5]2=[CH:4][CH:3]=1.[CH3:32][O:33][CH:34]([Si:36]([CH3:39])([CH3:38])[CH3:37])[CH3:35]. (6) The product is: [CH3:22][NH:23][C:24]([C:3]1[CH:2]=[C:1]([NH:7][C:8]([NH:10][C:11]2[CH:20]=[CH:19][CH:18]=[CH:13][CH:12]=2)=[O:9])[CH:6]=[CH:5][CH:4]=1)=[O:25]. Given the reactants [C:1]1([N:7]=[C:8]=[O:9])[CH:6]=[CH:5][CH:4]=[CH:3][CH:2]=1.[NH2:10][C:11]1[CH:12]=[C:13]([CH:18]=[CH:19][CH:20]=1)C(C[NH-])=O.Cl.[CH3:22][N:23](C)[CH:24]=[O:25], predict the reaction product. (7) Given the reactants [CH3:1][O:2][C:3]1[CH:12]=[C:11]([NH:13][C:14]([C:16]2[S:17][C:18]([CH:24]([CH3:26])[CH3:25])=[C:19]([CH:21]([CH3:23])[CH3:22])[CH:20]=2)=[O:15])[CH:10]=[CH:9][C:4]=1[C:5]([O:7]C)=[O:6], predict the reaction product. The product is: [CH3:1][O:2][C:3]1[CH:12]=[C:11]([NH:13][C:14]([C:16]2[S:17][C:18]([CH:24]([CH3:26])[CH3:25])=[C:19]([CH:21]([CH3:22])[CH3:23])[CH:20]=2)=[O:15])[CH:10]=[CH:9][C:4]=1[C:5]([OH:7])=[O:6]. (8) The product is: [CH2:1]([NH:21][C:20]1[C:11]([O:10][CH3:9])=[C:12]([CH:17]=[CH:18][CH:19]=1)[C:13]([O:15][CH3:16])=[O:14])[CH3:2]. Given the reactants [CH3:1][CH:2](O)C.C([O-])=O.[NH4+].[CH3:9][O:10][C:11]1[C:20]([N+:21]([O-])=O)=[CH:19][CH:18]=[CH:17][C:12]=1[C:13]([O:15][CH3:16])=[O:14].C(=O)C, predict the reaction product. (9) Given the reactants C[O:2][C:3]1[CH:4]=[CH:5][C:6]2[C:10]([N:11]([CH3:25])[C:12]3[CH:17]=[CH:16][C:15](/[CH:18]=[CH:19]/[C:20]([O:22][CH2:23][CH3:24])=[O:21])=[CH:14][CH:13]=3)=[C:9]([C:26]3[CH:31]=[CH:30][C:29]([O:32]C)=[CH:28][CH:27]=3)[S:8][C:7]=2[CH:34]=1.B(Br)(Br)Br, predict the reaction product. The product is: [OH:2][C:3]1[CH:4]=[CH:5][C:6]2[C:10]([N:11]([CH3:25])[C:12]3[CH:13]=[CH:14][C:15](/[CH:18]=[CH:19]/[C:20]([O:22][CH2:23][CH3:24])=[O:21])=[CH:16][CH:17]=3)=[C:9]([C:26]3[CH:27]=[CH:28][C:29]([OH:32])=[CH:30][CH:31]=3)[S:8][C:7]=2[CH:34]=1. (10) Given the reactants [C:1]([C:4]1[CH:9]=[CH:8][CH:7]=[CH:6][C:5]=1[NH:10][C:11](=[O:13])[CH3:12])(=[O:3])[CH3:2].OS(O)(=O)=O.[N+:19]([O-])([OH:21])=[O:20], predict the reaction product. The product is: [C:1]([C:4]1[CH:9]=[CH:8][CH:7]=[C:6]([N+:19]([O-:21])=[O:20])[C:5]=1[NH:10][C:11](=[O:13])[CH3:12])(=[O:3])[CH3:2].